From a dataset of Full USPTO retrosynthesis dataset with 1.9M reactions from patents (1976-2016). Predict the reactants needed to synthesize the given product. (1) Given the product [CH2:7]([O:8][C:17]([N:44]1[CH:43]([C:45]([OH:47])=[O:46])[CH2:42][S:41][C@@H:40]1[C:38]1[CH:37]=[N:36][CH:35]=[N:34][CH:39]=1)=[O:16])[C:1]1[CH:6]=[CH:5][CH:4]=[CH:3][CH:2]=1, predict the reactants needed to synthesize it. The reactants are: [C:1]1([CH2:7][OH:8])[CH:6]=[CH:5][CH:4]=[CH:3][CH:2]=1.C(N(CC)CC)C.[O:16]=[C:17]1CCC(=O)N1OC(=O)ON1C(=O)CCC1=O.[N:34]1[CH:39]=[C:38]([C@@H:40]2[NH:44][CH:43]([C:45]([OH:47])=[O:46])[CH2:42][S:41]2)[CH:37]=[N:36][CH:35]=1. (2) Given the product [Br:1][C:2]1[CH:7]=[C:6]2[C:5](=[CH:4][CH:3]=1)[O:11][C:15]1([CH2:16][CH2:17][CH:13]([CH3:12])[CH2:14]1)[CH2:9][C:8]2=[O:10], predict the reactants needed to synthesize it. The reactants are: [Br:1][C:2]1[CH:3]=[CH:4][C:5]([OH:11])=[C:6]([C:8](=[O:10])[CH3:9])[CH:7]=1.[CH3:12][CH:13]1[CH2:17][CH2:16][C:15](=O)[CH2:14]1.N1CCCC1.Cl. (3) Given the product [CH3:1][O:2][C:3]1[CH:10]=[CH:9][C:6]([CH2:7][NH:8][C:27]2[N:26]=[CH:25][C:23]3[CH2:24][N:19]([C:14]4[CH:15]=[CH:16][C:17]([F:18])=[C:12]([NH2:11])[CH:13]=4)[C:20](=[O:31])[N:21]([CH3:30])[C:22]=3[CH:28]=2)=[CH:5][CH:4]=1, predict the reactants needed to synthesize it. The reactants are: [CH3:1][O:2][C:3]1[CH:10]=[CH:9][C:6]([CH2:7][NH2:8])=[CH:5][CH:4]=1.[NH2:11][C:12]1[CH:13]=[C:14]([N:19]2[CH2:24][C:23]3[CH:25]=[N:26][C:27](Cl)=[CH:28][C:22]=3[N:21]([CH3:30])[C:20]2=[O:31])[CH:15]=[CH:16][C:17]=1[F:18]. (4) Given the product [Br:12][C:13]1[N:18]=[CH:17][C:16]([CH:19]=[C:29]([NH:28][C:26]([O:25][C:21]([CH3:24])([CH3:23])[CH3:22])=[O:27])[C:30]([O:32][CH3:33])=[O:31])=[CH:15][CH:14]=1, predict the reactants needed to synthesize it. The reactants are: N12CCCN=C1CCCCC2.[Br:12][C:13]1[N:18]=[CH:17][C:16]([CH:19]=O)=[CH:15][CH:14]=1.[C:21]([O:25][C:26]([NH:28][CH:29](P(OC)(OC)=O)[C:30]([O:32][CH3:33])=[O:31])=[O:27])([CH3:24])([CH3:23])[CH3:22]. (5) Given the product [C:29]([O:28][C@@H:25]1[CH2:26][CH2:27][C@H:23]([CH2:22][C:20]([NH:12][C:10]2[S:11][C:7]3[C:6]([N:13]4[CH2:18][CH2:17][O:16][CH2:15][CH2:14]4)=[CH:5][CH:4]=[C:3]([O:2][CH3:1])[C:8]=3[N:9]=2)=[O:21])[CH2:24]1)(=[O:31])[CH3:30], predict the reactants needed to synthesize it. The reactants are: [CH3:1][O:2][C:3]1[C:8]2[N:9]=[C:10]([NH2:12])[S:11][C:7]=2[C:6]([N:13]2[CH2:18][CH2:17][O:16][CH2:15][CH2:14]2)=[CH:5][CH:4]=1.Cl[C:20]([CH2:22][C@@H:23]1[CH2:27][CH2:26][C@H:25]([O:28][C:29](=[O:31])[CH3:30])[CH2:24]1)=[O:21]. (6) Given the product [C:1]([O:5][C:6]([N:8]1[CH2:13][CH2:12][CH:11]([NH:14][C:15](=[O:19])[C:16](=[CH2:18])[CH2:17][CH:33]([OH:40])[C:34]2[CH:39]=[CH:38][CH:37]=[CH:36][CH:35]=2)[CH2:10][CH2:9]1)=[O:7])([CH3:4])([CH3:3])[CH3:2], predict the reactants needed to synthesize it. The reactants are: [C:1]([O:5][C:6]([N:8]1[CH2:13][CH2:12][CH:11]([NH:14][C:15](=[O:19])[C:16]([CH3:18])=[CH2:17])[CH2:10][CH2:9]1)=[O:7])([CH3:4])([CH3:3])[CH3:2].CN(CCN(C)C)C.[Li]CCCC.[CH:33](=[O:40])[C:34]1[CH:39]=[CH:38][CH:37]=[CH:36][CH:35]=1.